This data is from Catalyst prediction with 721,799 reactions and 888 catalyst types from USPTO. The task is: Predict which catalyst facilitates the given reaction. (1) Reactant: [CH2:1]([O:3][C:4](=[O:12])[C:5]1[CH:10]=[CH:9][C:8]([NH2:11])=[CH:7][CH:6]=1)C.[CH:13](N(C(C)C)CC)(C)C.S(OC)(OC)(=O)=O.O. Product: [CH3:1][O:3][C:4](=[O:12])[C:5]1[CH:10]=[CH:9][C:8]([NH:11][CH3:13])=[CH:7][CH:6]=1. The catalyst class is: 13. (2) Reactant: C(OC([N:8]1[CH2:13][CH2:12][CH:11]([N:14]([C:18](=[O:33])[C:19]2[CH:24]=[CH:23][C:22]([C:25]3[CH:30]=[CH:29][N:28]=[CH:27][C:26]=3[C:31]#[N:32])=[CH:21][CH:20]=2)[CH:15]2[CH2:17][CH2:16]2)[CH2:10][CH2:9]1)=O)(C)(C)C.FC(F)(F)C(O)=O. Product: [C:31]([C:26]1[CH:27]=[N:28][CH:29]=[CH:30][C:25]=1[C:22]1[CH:21]=[CH:20][C:19]([C:18]([N:14]([CH:15]2[CH2:17][CH2:16]2)[CH:11]2[CH2:10][CH2:9][NH:8][CH2:13][CH2:12]2)=[O:33])=[CH:24][CH:23]=1)#[N:32]. The catalyst class is: 4. (3) Reactant: [C:1]([NH:18][CH2:19][C:20]([OH:22])=[O:21])([O:3][CH2:4][CH:5]1[C:17]2[C:12](=[CH:13][CH:14]=[CH:15][CH:16]=2)[C:11]2[C:6]1=[CH:7][CH:8]=[CH:9][CH:10]=2)=[O:2].[CH2:23]1[O:27][C@@H:26]2[C@H:28]([O:31][N+:32]([O-:34])=[O:33])[CH2:29][O:30][C@@H:25]2[C@H:24]1O.Cl.C(N=C=NCCCN(C)C)C.ON1C2C=CC=CC=2N=N1.CN1CCOCC1. Product: [CH:7]1[C:6]2[CH:5]([CH2:4][O:3][C:1]([NH:18][CH2:19][C:20]([O:22][C@H:24]3[CH2:23][O:27][C@@H:26]4[C@H:28]([O:31][N+:32]([O-:34])=[O:33])[CH2:29][O:30][C@H:25]34)=[O:21])=[O:2])[C:17]3[C:12](=[CH:13][CH:14]=[CH:15][CH:16]=3)[C:11]=2[CH:10]=[CH:9][CH:8]=1. The catalyst class is: 119. (4) Reactant: [C:1]([O:5][C:6]([N:8]1[CH:14]([C:15]([OH:17])=O)[CH2:13][CH:12]2[CH:10]([CH2:11]2)[CH2:9]1)=[O:7])([CH3:4])([CH3:3])[CH3:2].Cl.[NH2:19][C:20]1([C:23]2[CH:32]=[CH:31][C:26]([C:27]([O:29][CH3:30])=[O:28])=[CH:25][CH:24]=2)[CH2:22][CH2:21]1.C1C=CC2N(O)N=NC=2C=1. Product: [CH3:30][O:29][C:27]([C:26]1[CH:31]=[CH:32][C:23]([C:20]2([NH:19][C:15]([CH:14]3[CH2:13][CH:12]4[CH:10]([CH2:11]4)[CH2:9][N:8]3[C:6]([O:5][C:1]([CH3:2])([CH3:3])[CH3:4])=[O:7])=[O:17])[CH2:21][CH2:22]2)=[CH:24][CH:25]=1)=[O:28]. The catalyst class is: 6. (5) Reactant: [C:1]1(B(O)O)[CH:6]=[CH:5][CH:4]=[CH:3][CH:2]=1.Cl[C:11]1[C:12]2[CH:19]=[CH:18][NH:17][C:13]=2[N:14]=[CH:15][N:16]=1.C(=O)([O-])[O-].[Na+].[Na+]. Product: [C:1]1([C:11]2[C:12]3[CH:19]=[CH:18][NH:17][C:13]=3[N:14]=[CH:15][N:16]=2)[CH:6]=[CH:5][CH:4]=[CH:3][CH:2]=1. The catalyst class is: 117.